From a dataset of Full USPTO retrosynthesis dataset with 1.9M reactions from patents (1976-2016). Predict the reactants needed to synthesize the given product. (1) Given the product [Br:1][CH2:2][C:3]([NH:31][C@@H:9]([CH:6]1[CH2:8][CH2:7]1)[C:10]([N:12]1[CH2:16][C:15]([C:17]2[CH:22]=[C:21]([F:23])[CH:20]=[CH:19][C:18]=2[F:24])=[CH:14][C@H:13]1[C:25]1[CH:30]=[CH:29][CH:28]=[CH:27][CH:26]=1)=[O:11])=[O:4], predict the reactants needed to synthesize it. The reactants are: [Br:1][CH2:2][C:3](Br)=[O:4].[CH:6]1([C@H:9]([NH2:31])[C:10]([N:12]2[CH2:16][C:15]([C:17]3[CH:22]=[C:21]([F:23])[CH:20]=[CH:19][C:18]=3[F:24])=[CH:14][C@H:13]2[C:25]2[CH:30]=[CH:29][CH:28]=[CH:27][CH:26]=2)=[O:11])[CH2:8][CH2:7]1.C(N(CC)C(C)C)(C)C. (2) Given the product [Cl:1][C:2]1[CH:7]=[CH:6][N:5]=[C:4]2[C:8]([C:18]([NH:19][C@H:20]3[CH2:25][CH2:24][CH2:23][CH2:22][C@@H:21]3[OH:26])=[O:27])=[CH:9][NH:10][C:3]=12, predict the reactants needed to synthesize it. The reactants are: [Cl:1][C:2]1[CH:7]=[CH:6][N:5]=[C:4]2[C:8]([C:18](=[O:27])[NH:19][C@H:20]3[CH2:25][CH2:24][CH2:23][CH2:22][C@@H:21]3[OH:26])=[CH:9][N:10](C(OC(C)(C)C)=O)[C:3]=12.C(O)(C(F)(F)F)=O. (3) Given the product [C:5]([NH:8][CH:9]1[CH2:14][CH2:13][N:12]([CH2:15][C:16]2[CH:21]=[CH:20][CH:19]=[CH:18][CH:17]=2)[CH2:11][C:10]1([CH3:23])[CH3:22])(=[O:7])[CH3:6], predict the reactants needed to synthesize it. The reactants are: C(O[C:5](=[O:7])[CH3:6])(=O)C.[NH2:8][CH:9]1[CH2:14][CH2:13][N:12]([CH2:15][C:16]2[CH:21]=[CH:20][CH:19]=[CH:18][CH:17]=2)[CH2:11][C:10]1([CH3:23])[CH3:22]. (4) Given the product [F:3][C:4]1[CH:5]=[C:6]2[C:10](=[CH:11][CH:12]=1)[NH:9][C:8]([CH2:13][CH2:18][CH3:19])=[CH:7]2, predict the reactants needed to synthesize it. The reactants are: [H-].[Na+].[F:3][C:4]1[CH:5]=[C:6]2[C:10](=[CH:11][CH:12]=1)[NH:9][C:8]([CH:13]=O)=[CH:7]2.CO.O1CC[CH2:19][CH2:18]1. (5) Given the product [O:27]1[C:2]2([CH2:7][CH2:6][N:5]([C:8]3[CH:9]=[CH:10][C:11]([N:14]4[CH2:18][C@H:17]([CH2:19][NH:20][C:21](=[O:23])[CH3:22])[O:16][C:15]4=[O:24])=[CH:12][CH:13]=3)[CH2:4][CH2:3]2)[O:1][CH2:25][CH2:26]1, predict the reactants needed to synthesize it. The reactants are: [O:1]=[C:2]1[CH2:7][CH2:6][N:5]([C:8]2[CH:13]=[CH:12][C:11]([N:14]3[CH2:18][C@H:17]([CH2:19][NH:20][C:21](=[O:23])[CH3:22])[O:16][C:15]3=[O:24])=[CH:10][CH:9]=2)[CH2:4][CH2:3]1.[CH2:25](O)[CH2:26][OH:27].C1(C)C=CC(S(O)(=O)=O)=CC=1. (6) Given the product [Cl:1][C:2]1[C:7]([S:8]([NH:22][C:17]2[CH:16]=[CH:15][C:14]([O:13][CH3:12])=[C:19]([O:20][CH3:21])[N:18]=2)(=[O:10])=[O:9])=[CH:6][CH:5]=[CH:4][N:3]=1, predict the reactants needed to synthesize it. The reactants are: [Cl:1][C:2]1[C:7]([S:8](Cl)(=[O:10])=[O:9])=[CH:6][CH:5]=[CH:4][N:3]=1.[CH3:12][O:13][C:14]1[CH:15]=[CH:16][C:17]([NH2:22])=[N:18][C:19]=1[O:20][CH3:21].N1C=CC=CC=1. (7) Given the product [CH2:1]([C:6]1[CH:7]=[CH:8][C:9]([NH:12][C:13](=[O:15])[CH3:14])=[C:10]([N+:16]([O-:18])=[O:17])[CH:11]=1)[C:2]([CH3:5])([CH3:4])[CH3:3], predict the reactants needed to synthesize it. The reactants are: [CH2:1]([C:6]1[CH:11]=[CH:10][C:9]([NH:12][C:13](=[O:15])[CH3:14])=[CH:8][CH:7]=1)[C:2]([CH3:5])([CH3:4])[CH3:3].[N+:16]([O-])([OH:18])=[O:17].O.